Regression. Given two drug SMILES strings and cell line genomic features, predict the synergy score measuring deviation from expected non-interaction effect. From a dataset of NCI-60 drug combinations with 297,098 pairs across 59 cell lines. (1) Drug 1: CC1=C(C(=CC=C1)Cl)NC(=O)C2=CN=C(S2)NC3=CC(=NC(=N3)C)N4CCN(CC4)CCO. Drug 2: N.N.Cl[Pt+2]Cl. Cell line: OVCAR-5. Synergy scores: CSS=40.1, Synergy_ZIP=-11.1, Synergy_Bliss=-2.61, Synergy_Loewe=0.628, Synergy_HSA=0.870. (2) Drug 1: CC12CCC3C(C1CCC2O)C(CC4=C3C=CC(=C4)O)CCCCCCCCCS(=O)CCCC(C(F)(F)F)(F)F. Drug 2: C1CCC(C(C1)N)N.C(=O)(C(=O)[O-])[O-].[Pt+4]. Cell line: EKVX. Synergy scores: CSS=7.97, Synergy_ZIP=-3.74, Synergy_Bliss=-0.583, Synergy_Loewe=0.0306, Synergy_HSA=0.0521.